Dataset: Reaction yield outcomes from USPTO patents with 853,638 reactions. Task: Predict the reaction yield, written as a fraction of the theoretical maximum amount of product (1.0 means a 100% yield; for example, 0.34 means a 34% yield). (1) The reactants are [F:1][C:2]1[CH:21]=[CH:20][C:5]2[C:6]([C:9]3[CH:14]=[CH:13][C:12]([O:15][CH2:16][C@H:17]4[CH2:19][O:18]4)=[CH:11][CH:10]=3)=[N:7][O:8][C:4]=2[CH:3]=1.[CH2:22]([NH2:29])[C:23]1[CH:28]=[CH:27][CH:26]=[CH:25][CH:24]=1.C(O)C.Cl. The catalyst is CO.C(Cl)(Cl)Cl. The product is [CH2:22]([NH:29][CH2:19][CH:17]([OH:18])[CH2:16][O:15][C:12]1[CH:11]=[CH:10][C:9]([C:6]2[C:5]3[CH:20]=[CH:21][C:2]([F:1])=[CH:3][C:4]=3[O:8][N:7]=2)=[CH:14][CH:13]=1)[C:23]1[CH:28]=[CH:27][CH:26]=[CH:25][CH:24]=1. The yield is 0.460. (2) The catalyst is O.C(O)C. The yield is 0.710. The product is [CH2:1]([N:8]1[CH:12]=[C:11]([C:13]([OH:15])=[O:14])[C:10]([O:18][CH2:19][C:20]2[CH:25]=[CH:24][C:23]([O:26][CH2:27][C:28]3[N:29]=[C:30]([C:34]4[O:35][CH:36]=[CH:37][CH:38]=4)[O:31][C:32]=3[CH3:33])=[C:22]([CH3:39])[CH:21]=2)=[N:9]1)[C:2]1[CH:7]=[CH:6][CH:5]=[CH:4][CH:3]=1. The reactants are [CH2:1]([N:8]1[CH:12]=[C:11]([C:13]([O:15]CC)=[O:14])[C:10]([O:18][CH2:19][C:20]2[CH:25]=[CH:24][C:23]([O:26][CH2:27][C:28]3[N:29]=[C:30]([C:34]4[O:35][CH:36]=[CH:37][CH:38]=4)[O:31][C:32]=3[CH3:33])=[C:22]([CH3:39])[CH:21]=2)=[N:9]1)[C:2]1[CH:7]=[CH:6][CH:5]=[CH:4][CH:3]=1.O1CCCC1.[OH-].[Na+].Cl.